From a dataset of Experimentally validated miRNA-target interactions with 360,000+ pairs, plus equal number of negative samples. Binary Classification. Given a miRNA mature sequence and a target amino acid sequence, predict their likelihood of interaction. (1) The miRNA is cel-miR-42-3p with sequence UCACCGGGUUAACAUCUACAGA. The protein sequence of the target gene is MSHSQHSPYLQSYHNSSAAAQTRGDDTDQQKTTVIENGEIRFNGKGKKIRKPRTIYSSLQLQALNHRFQQTQYLALPERAELAASLGLTQTQVKIWFQNKRSKFKKLLKQGSNPHESDPLQGSAALSPRSPALPPVWDVSASAKGVSMPPNSYMPGYSHWYSSPHQDTMQRPQMM. Result: 0 (no interaction). (2) The miRNA is hsa-miR-532-5p with sequence CAUGCCUUGAGUGUAGGACCGU. Result: 0 (no interaction). The protein sequence of the target gene is MEVYIPSFRYEESDLERGYTVFKIEVLMNGRKHFVEKRYSEFHALHKKLKKCIKTPEIPSKHVRNWVPKVLEQRRQGLETYLQAVILENEELPKLFLDFLNVRHLPSLPKAESCGSFDETESEESSKLSHQPVLLFLRDPYVLPAASDFPNVVIEGVLHGIFYPHLQPR. (3) The miRNA is hsa-miR-548h-5p with sequence AAAAGUAAUCGCGGUUUUUGUC. The protein sequence of the target gene is MPSKFSCRKLRETGQRFESFLAERGLDLETDRERLRTIYNHDFKPSYGTPAPGFSSMLYGMKIANLAFVTKTRVRFFKLDRWADVQLPEKRRIKPGSNISKQHRSLLARIFHDRAEYLHGKHGVDVEVQGPHEARDGQLLIHLDLNRKEVLTLRLRNGGSKPVTLTHLFPLCWTPQFVFYHGEQDLPCPLGPGESYELHIYCKTSIVGYFPATVLWELLGPGESGAEGAETFYIARFLAAVAHSPLAAQLKPTTPFKRPPRLTRNSVLTNRIEEGERPDRAKGYELELSLALGTYYPPIL.... Result: 0 (no interaction). (4) The miRNA is mmu-miR-23a-5p with sequence GGGGUUCCUGGGGAUGGGAUUU. The protein sequence of the target gene is MASAGVAAGRQAEDVLPPTSDQPLPDTKPLPPPQPPPVPAPQPQQSPAPRPQSPARAREEENYSFLPLVHNIIKCMDKDSPEVHQDLNALKSKFQEMRKLISTMPGIHLSPEQQQQQLQSLREQVRTKNELLQKYKSLCMFEIPKE. Result: 0 (no interaction). (5) The miRNA is hsa-miR-4301 with sequence UCCCACUACUUCACUUGUGA. The protein sequence of the target gene is MAISTGLFLLLGLLGQPWAGAAADSQAVVCEGTACYTAHWGKLSAAEAQHRCNENGGNLATVKSEEEARHVQQALTQLLKTKAPLEAKMGKFWIGLQREKGNCTYHDLPMRGFSWVGGGEDTAYSNWYKASKSSCIFKRCVSLILDLSLTPHPSHLPKWHESPCGTPEAPGNSIEGFLCKFNFKGMCRPLALGGPGRVTYTTPFQATTSSLEAVPFASVANVACGDEAKSETHYFLCNEKTPGIFHWGSSGPLCVSPKFGCSFNNGGCQQDCFEGGDGSFRCGCRPGFRLLDDLVTCASR.... Result: 0 (no interaction).